From a dataset of Catalyst prediction with 721,799 reactions and 888 catalyst types from USPTO. Predict which catalyst facilitates the given reaction. (1) Reactant: [C:1]([O:5][C:6]([N:8]1[C:12](/[CH:13]=[C:14]2\[CH2:15][N:16]([C:21]([C:34]3[CH:39]=[CH:38][CH:37]=[CH:36][CH:35]=3)([C:28]3[CH:33]=[CH:32][CH:31]=[CH:30][CH:29]=3)[C:22]3[CH:27]=[CH:26][CH:25]=[CH:24][CH:23]=3)[CH2:17][CH2:18][CH:19]\2O)=[CH:11][N:10]=[CH:9]1)=[O:7])([CH3:4])([CH3:3])[CH3:2].[C:40]([OH:43])(=[S:42])[CH3:41].C(OC(OCC(C)(C)C)N(C)C)C(C)(C)C.O. Product: [C:40]([S:42][CH:19]1[CH2:18][CH2:17][N:16]([C:21]([C:28]2[CH:33]=[CH:32][CH:31]=[CH:30][CH:29]=2)([C:22]2[CH:27]=[CH:26][CH:25]=[CH:24][CH:23]=2)[C:34]2[CH:35]=[CH:36][CH:37]=[CH:38][CH:39]=2)[CH2:15]/[C:14]/1=[CH:13]\[C:12]1[N:8]([C:6]([O:5][C:1]([CH3:2])([CH3:3])[CH3:4])=[O:7])[CH:9]=[N:10][CH:11]=1)(=[O:43])[CH3:41]. The catalyst class is: 11. (2) Reactant: [OH:1][N:2]1[C:7]([CH3:9])([CH3:8])[CH2:6][CH:5]([O:10][CH2:11][CH:12]2[O:14][CH2:13]2)[CH2:4][C:3]1([CH3:16])[CH3:15].[CH3:17][NH:18][CH3:19]. Product: [OH:1][N:2]1[C:7]([CH3:9])([CH3:8])[CH2:6][CH:5]([O:10][CH2:11][CH:12]([OH:14])[CH2:13][N:18]([CH3:19])[CH3:17])[CH2:4][C:3]1([CH3:16])[CH3:15]. The catalyst class is: 6. (3) Reactant: N1C=CC=CC=1.[NH2:7][C:8]1[C:9]([O:28][C:29]2[CH:34]=[CH:33][CH:32]=[CH:31][CH:30]=2)=[N:10][C:11]([CH3:27])=[C:12]([CH3:26])[C:13]=1[NH:14][CH2:15][CH2:16][CH2:17][NH:18][C:19](=[O:25])[O:20][C:21]([CH3:24])([CH3:23])[CH3:22].[CH2:35]([O:37][CH2:38][C:39](Cl)=O)[CH3:36].[OH-].[Na+]. Product: [CH2:35]([O:37][CH2:38][C:39]1[N:14]([CH2:15][CH2:16][CH2:17][NH:18][C:19](=[O:25])[O:20][C:21]([CH3:24])([CH3:23])[CH3:22])[C:13]2[C:12]([CH3:26])=[C:11]([CH3:27])[N:10]=[C:9]([O:28][C:29]3[CH:30]=[CH:31][CH:32]=[CH:33][CH:34]=3)[C:8]=2[N:7]=1)[CH3:36]. The catalyst class is: 229.